The task is: Regression. Given a peptide amino acid sequence and an MHC pseudo amino acid sequence, predict their binding affinity value. This is MHC class I binding data.. This data is from Peptide-MHC class I binding affinity with 185,985 pairs from IEDB/IMGT. (1) The peptide sequence is YLPRFLFGV. The MHC is HLA-A02:01 with pseudo-sequence HLA-A02:01. The binding affinity (normalized) is 0.939. (2) The peptide sequence is GTEYRLTLY. The MHC is HLA-A69:01 with pseudo-sequence HLA-A69:01. The binding affinity (normalized) is 0.0847. (3) The peptide sequence is YVFCTVNAL. The MHC is HLA-A02:02 with pseudo-sequence HLA-A02:02. The binding affinity (normalized) is 1.00. (4) The peptide sequence is LAMTDTTPF. The MHC is HLA-B15:01 with pseudo-sequence HLA-B15:01. The binding affinity (normalized) is 0.874.